This data is from Forward reaction prediction with 1.9M reactions from USPTO patents (1976-2016). The task is: Predict the product of the given reaction. (1) Given the reactants [Cl:1][C:2]1[CH:14]=[C:13]([N+:15]([O-])=O)[CH:12]=[CH:11][C:3]=1[O:4][CH2:5][C:6]1[S:7][CH:8]=[CH:9][N:10]=1.[NH4+].[Cl-], predict the reaction product. The product is: [Cl:1][C:2]1[CH:14]=[C:13]([NH2:15])[CH:12]=[CH:11][C:3]=1[O:4][CH2:5][C:6]1[S:7][CH:8]=[CH:9][N:10]=1. (2) The product is: [C:15]1([N:12]2[C:10]3[N:11]=[C:6]4[CH2:5][NH:4][CH2:3][CH2:2][N:7]4[C:8](=[O:21])[C:9]=3[CH:14]=[N:13]2)[CH:20]=[CH:19][CH:18]=[CH:17][CH:16]=1. Given the reactants Cl[CH2:2][CH2:3][NH:4][CH2:5][C:6]1[NH:7][C:8](=[O:21])[C:9]2[CH:14]=[N:13][N:12]([C:15]3[CH:20]=[CH:19][CH:18]=[CH:17][CH:16]=3)[C:10]=2[N:11]=1.C([O-])([O-])=O.[Cs+].[Cs+], predict the reaction product. (3) Given the reactants [Cl:1][C:2]1[C:3]([C:9]#[N:10])=[N:4][CH:5]=[C:6](Cl)[CH:7]=1.[C:11]([C:13]1[CH:18]=[CH:17][C:16]([O:19][CH2:20][CH2:21][CH3:22])=[CH:15][CH:14]=1)#[CH:12].C(N(CC)CC)C, predict the reaction product. The product is: [Cl:1][C:2]1[C:3]([C:9]#[N:10])=[N:4][CH:5]=[C:6]([C:12]#[C:11][C:13]2[CH:18]=[CH:17][C:16]([O:19][CH2:20][CH2:21][CH3:22])=[CH:15][CH:14]=2)[CH:7]=1. (4) Given the reactants [CH2:1]1[CH:5]2[CH2:6][NH:7][CH2:8][CH:4]2[CH2:3][N:2]1[C:9]([C:11]1[CH:16]=[CH:15][CH:14]=[CH:13][C:12]=1[C:17]1[S:18][CH:19]=[CH:20][CH:21]=1)=[O:10].Cl[C:23]1[C:24]([CH3:30])=[N:25][CH:26]=[C:27]([CH3:29])[N:28]=1, predict the reaction product. The product is: [CH3:29][C:27]1[C:26]([N:7]2[CH2:8][CH:4]3[CH:5]([CH2:1][N:2]([C:9]([C:11]4[CH:16]=[CH:15][CH:14]=[CH:13][C:12]=4[C:17]4[S:18][CH:19]=[CH:20][CH:21]=4)=[O:10])[CH2:3]3)[CH2:6]2)=[N:25][C:24]([CH3:30])=[CH:23][N:28]=1. (5) Given the reactants [CH2:1]([C:5]1([CH2:29][CH2:30][CH2:31][CH3:32])[NH:11][CH:10]([C:12]2[CH:17]=[CH:16][C:15]([O:18]C)=[CH:14][CH:13]=2)[C:9]2[CH:20]=[C:21]([N:24]([CH3:26])[CH3:25])[CH:22]=[CH:23][C:8]=2[S:7](=[O:28])(=[O:27])[CH2:6]1)[CH2:2][CH2:3][CH3:4].B(Br)(Br)Br, predict the reaction product. The product is: [CH2:1]([C:5]1([CH2:29][CH2:30][CH2:31][CH3:32])[NH:11][CH:10]([C:12]2[CH:13]=[CH:14][C:15]([OH:18])=[CH:16][CH:17]=2)[C:9]2[CH:20]=[C:21]([N:24]([CH3:26])[CH3:25])[CH:22]=[CH:23][C:8]=2[S:7](=[O:27])(=[O:28])[CH2:6]1)[CH2:2][CH2:3][CH3:4]. (6) Given the reactants Cl[CH2:2][CH2:3][NH:4][C:5](=O)[C:6]1[CH:11]=[CH:10][CH:9]=[CH:8][CH:7]=1.P(Cl)(Cl)(Cl)(Cl)Cl.[CH:19]([C:22]1[C:30]2[C:29]3[CH:31]=[CH:32][CH:33]=[CH:34][C:28]=3[O:27][C:26]=2[CH:25]=[C:24]([CH:35]([CH3:37])[CH3:36])[C:23]=1[NH2:38])([CH3:21])[CH3:20], predict the reaction product. The product is: [CH:19]([C:22]1[C:30]2[C:29]3[CH:31]=[CH:32][CH:33]=[CH:34][C:28]=3[O:27][C:26]=2[CH:25]=[C:24]([CH:35]([CH3:37])[CH3:36])[C:23]=1[N:38]1[CH2:2][CH2:3][N:4]=[C:5]1[C:6]1[CH:11]=[CH:10][CH:9]=[CH:8][CH:7]=1)([CH3:21])[CH3:20]. (7) Given the reactants FC(F)(F)C(O)=O.[CH3:8][O:9][C:10](=[O:53])[C@@H:11]([C:13]1[CH:14]=[C:15]([C:19]2[CH:24]=[CH:23][C:22]([C:25]([C:30]3[CH:35]=[CH:34][C:33]([CH2:36][CH2:37][CH:38]([O:43][Si](C(C)(C)C)(C)C)[C:39]([CH3:42])([CH3:41])[CH3:40])=[C:32]([CH3:51])[CH:31]=3)([CH2:28][CH3:29])[CH2:26][CH3:27])=[CH:21][C:20]=2[CH3:52])[CH:16]=[CH:17][CH:18]=1)[OH:12], predict the reaction product. The product is: [CH3:8][O:9][C:10](=[O:53])[C@@H:11]([C:13]1[CH:14]=[C:15]([C:19]2[CH:24]=[CH:23][C:22]([C:25]([CH2:26][CH3:27])([C:30]3[CH:35]=[CH:34][C:33]([CH2:36][CH2:37][CH:38]([OH:43])[C:39]([CH3:41])([CH3:42])[CH3:40])=[C:32]([CH3:51])[CH:31]=3)[CH2:28][CH3:29])=[CH:21][C:20]=2[CH3:52])[CH:16]=[CH:17][CH:18]=1)[OH:12]. (8) Given the reactants [Br:1][C:2]1[CH:7]=[CH:6][CH:5]=[C:4]([CH3:8])[C:3]=1[O:9][CH3:10].C1C(=O)N([Br:18])C(=O)C1, predict the reaction product. The product is: [Br:1][C:2]1[CH:7]=[CH:6][CH:5]=[C:4]([CH2:8][Br:18])[C:3]=1[O:9][CH3:10].